Dataset: Peptide-MHC class II binding affinity with 134,281 pairs from IEDB. Task: Regression. Given a peptide amino acid sequence and an MHC pseudo amino acid sequence, predict their binding affinity value. This is MHC class II binding data. (1) The peptide sequence is KAVEAYLVAHPDLYK. The MHC is HLA-DPA10103-DPB10401 with pseudo-sequence HLA-DPA10103-DPB10401. The binding affinity (normalized) is 0.302. (2) The peptide sequence is KESWGAIWRI. The MHC is DRB1_1101 with pseudo-sequence DRB1_1101. The binding affinity (normalized) is 0.684. (3) The peptide sequence is CNANPGLMKDVAKVF. The MHC is HLA-DPA10201-DPB10501 with pseudo-sequence HLA-DPA10201-DPB10501. The binding affinity (normalized) is 0.167. (4) The peptide sequence is ELKYFAATQFEPLAA. The MHC is HLA-DPA10201-DPB10101 with pseudo-sequence HLA-DPA10201-DPB10101. The binding affinity (normalized) is 0.781. (5) The peptide sequence is LNYRPLLPKDRRMII. The MHC is DRB1_0301 with pseudo-sequence DRB1_0301. The binding affinity (normalized) is 0.251. (6) The peptide sequence is GMMMGMFNMLSTVLG. The MHC is DRB1_1302 with pseudo-sequence DRB1_1302. The binding affinity (normalized) is 0.347.